Dataset: Full USPTO retrosynthesis dataset with 1.9M reactions from patents (1976-2016). Task: Predict the reactants needed to synthesize the given product. (1) Given the product [CH:6]([C:5]([C:4]([C:3]([C:2]([F:1])([F:17])[F:18])([C:12]([F:13])([F:14])[F:15])[F:16])=[O:11])([F:10])[F:9])([F:8])[F:7].[F:1][C:2]([F:17])([F:18])[C:3]([F:16])([C:12]([F:13])([F:14])[F:15])[C:4](=[O:11])[C:5]([F:9])([F:10])[CH:6]([F:7])[F:8], predict the reactants needed to synthesize it. The reactants are: [F:1][C:2]([F:18])([F:17])[C:3]([F:16])([C:12]([F:15])([F:14])[F:13])[C:4](=[O:11])[C:5]([F:10])([F:9])[CH:6]([F:8])[F:7].[F-].FC(F)(F)C(F)=C(F)F. (2) Given the product [O:5]=[C:6]1[NH:10][C:9](=[O:11])[CH:8]([CH2:12][C:13]2[CH:14]=[CH:15][C:16]([O:17][CH2:18][C:19]([NH:24][C:25]3[CH:30]=[CH:29][C:28]([O:31][CH3:32])=[CH:27][C:26]=3[N:33]([CH3:41])[C:34](=[O:40])[O:35][C:36]([CH3:37])([CH3:39])[CH3:38])=[O:21])=[CH:22][CH:23]=2)[S:7]1, predict the reactants needed to synthesize it. The reactants are: S(Cl)(Cl)=O.[O:5]=[C:6]1[NH:10][C:9](=[O:11])[CH:8]([CH2:12][C:13]2[CH:23]=[CH:22][C:16]([O:17][CH2:18][C:19]([OH:21])=O)=[CH:15][CH:14]=2)[S:7]1.[NH2:24][C:25]1[CH:30]=[CH:29][C:28]([O:31][CH3:32])=[CH:27][C:26]=1[N:33]([CH3:41])[C:34](=[O:40])[O:35][C:36]([CH3:39])([CH3:38])[CH3:37].C(N(CC)CC)C.C(=O)(O)[O-].[Na+]. (3) The reactants are: Cl.Cl.C[O:4][C:5](=[O:13])[C@H:6]([CH2:8][CH2:9][CH2:10][CH2:11][NH2:12])[NH2:7].[OH-].[Na+]. Given the product [NH2:7][C@H:6]([C:5]([OH:13])=[O:4])[CH2:8][CH2:9][CH2:10][CH2:11][NH2:12], predict the reactants needed to synthesize it. (4) Given the product [F:1][C:2]1[CH:3]=[CH:4][C:5]([C:8]2[N:12]=[C:11]([S:13]([CH3:14])=[O:33])[N:10]([CH2:15][CH2:16][O:17][CH3:18])[C:9]=2[C:19]2[CH:24]=[CH:23][N:22]=[C:21]([NH:25][CH:26]3[CH2:27][CH2:28][CH:29]([OH:32])[CH2:30][CH2:31]3)[CH:20]=2)=[CH:6][CH:7]=1, predict the reactants needed to synthesize it. The reactants are: [F:1][C:2]1[CH:7]=[CH:6][C:5]([C:8]2[N:12]=[C:11]([S:13][CH3:14])[N:10]([CH2:15][CH2:16][O:17][CH3:18])[C:9]=2[C:19]2[CH:24]=[CH:23][N:22]=[C:21]([NH:25][CH:26]3[CH2:31][CH2:30][CH:29]([OH:32])[CH2:28][CH2:27]3)[CH:20]=2)=[CH:4][CH:3]=1.[OH:33]O.N.